Dataset: Forward reaction prediction with 1.9M reactions from USPTO patents (1976-2016). Task: Predict the product of the given reaction. (1) Given the reactants Br[CH2:2][CH2:3][CH2:4][O:5][CH:6]([C:9]1[CH:10]=[N:11][C:12]([CH3:15])=[N:13][CH:14]=1)[C:7]#[N:8].C[Si]([N-][Si](C)(C)C)(C)C.[Li+].[NH4+].[Cl-], predict the reaction product. The product is: [CH3:15][C:12]1[N:11]=[CH:10][C:9]([C:6]2([C:7]#[N:8])[CH2:2][CH2:3][CH2:4][O:5]2)=[CH:14][N:13]=1. (2) Given the reactants [NH2:1][C:2]1[C:11]2[N:12]=[C:13]3[CH2:18][O:17][CH2:16][C@H:15]([CH2:19][CH2:20][CH2:21][NH:22][C:23]([N:25]4[CH2:30][CH2:29][O:28][CH2:27][CH2:26]4)=[O:24])[N:14]3[C:10]=2[C:9]2[C:4](=[CH:5][CH:6]=[CH:7][CH:8]=2)[N:3]=1.[NH4+].[OH-].C(Cl)(Cl)Cl, predict the reaction product. The product is: [NH2:1][C:2]1[C:11]2[N:12]=[C:13]3[CH2:18][O:17][CH2:16][C@H:15]([CH2:19][CH2:20][CH2:21][NH:22][C:23]([N:25]4[CH2:26][CH2:27][O:28][CH2:29][CH2:30]4)=[O:24])[N:14]3[C:10]=2[C:9]2[CH2:8][CH2:7][CH2:6][CH2:5][C:4]=2[N:3]=1. (3) The product is: [Cl:17][C:15]1[CH:14]=[CH:13][C:12]([N+:18]([O-:20])=[O:19])=[C:11]([NH:1][C:2]2[S:3][C:4]([CH3:9])=[CH:5][C:6]=2[C:7]#[N:8])[CH:16]=1. Given the reactants [NH2:1][C:2]1[S:3][C:4]([CH3:9])=[CH:5][C:6]=1[C:7]#[N:8].F[C:11]1[CH:16]=[C:15]([Cl:17])[CH:14]=[CH:13][C:12]=1[N+:18]([O-:20])=[O:19].O.[OH-].[Li+].[NH4+].[Cl-], predict the reaction product.